From a dataset of Cav3 T-type calcium channel HTS with 100,875 compounds. Binary Classification. Given a drug SMILES string, predict its activity (active/inactive) in a high-throughput screening assay against a specified biological target. (1) The compound is Clc1ccc(Oc2nc(NC(C)C)nc(c2)C(F)(F)F)cc1. The result is 0 (inactive). (2) The compound is O=C1N(C2CCCCC2)C(C(CC1)C(O)=O)c1ccccc1. The result is 0 (inactive). (3) The compound is OC(=O)CCN1CCc2c1cccc2. The result is 0 (inactive). (4) The compound is O=C1N(C(=O)N(C1CC(=O)NCC)Cc1ccc(OC)cc1)c1ccc(OC)cc1. The result is 0 (inactive). (5) The result is 0 (inactive). The drug is O=c1n([nH]c(c1)C)c1ccc(O)cc1. (6) The molecule is Clc1ccc(C(=S)N2CCN(CC2)C)cc1. The result is 0 (inactive). (7) The molecule is O1c2c(OC1)cc1nc(nc(c1c2)C)Nc1nc(cc(n1)C)C. The result is 0 (inactive). (8) The molecule is Clc1c(C(O\N=C(/N)CN2CCCC2=O)=O)cccc1. The result is 0 (inactive). (9) The result is 0 (inactive). The drug is Brc1c(OCC(=O)Nc2c3c(ccc2)cccc3)c(OCC)cc(c1)/C=N\NC(=O)N.